Predict the reaction yield, written as a fraction of the theoretical maximum amount of product (1.0 means a 100% yield; for example, 0.34 means a 34% yield). From a dataset of Reaction yield outcomes from USPTO patents with 853,638 reactions. (1) The reactants are [N:1]([CH2:4][CH2:5][C:6]#[C:7][CH2:8][O:9][C:10]1[CH:15]=[CH:14][C:13]([S:16]([N:19]2[CH2:24][CH2:23][S:22][C:21]([CH3:26])([CH3:25])[CH:20]2[C:27]([O:29][CH3:30])=[O:28])(=[O:18])=[O:17])=[CH:12][CH:11]=1)=[N+]=[N-].C(P(CCCC)CCCC)CCC.C(#N)C.C(=O)=O.[C:50]([O:54][C:55](O[C:55]([O:54][C:50]([CH3:53])([CH3:52])[CH3:51])=[O:56])=[O:56])([CH3:53])([CH3:52])[CH3:51].C([O-])(O)=O.[Na+]. The catalyst is CCOCC.C1COCC1.C(OCC)(=O)C. The product is [CH3:30][O:29][C:27]([CH:20]1[C:21]([CH3:26])([CH3:25])[S:22][CH2:23][CH2:24][N:19]1[S:16]([C:13]1[CH:14]=[CH:15][C:10]([O:9][CH2:8][C:7]#[C:6][CH2:5][CH2:4][NH:1][C:55]([O:54][C:50]([CH3:53])([CH3:52])[CH3:51])=[O:56])=[CH:11][CH:12]=1)(=[O:18])=[O:17])=[O:28]. The yield is 0.400. (2) The reactants are Br[C:2]1[CH:7]=[C:6]([NH:8][C:9]2[CH:14]=[CH:13][CH:12]=[CH:11][CH:10]=2)[C:5](Br)=[CH:4][C:3]=1[NH:16][C:17]1[CH:22]=[CH:21][CH:20]=[CH:19][CH:18]=1.[O:23]1[CH:27]=[CH:26][CH:25]=[C:24]1B(O)O.[C:31](=[O:34])([O-])[O-].[Cs+].[Cs+].[OH-].[Na+].[C:39]1(C)[CH:44]=CC=C[CH:40]=1. The catalyst is [Pd].C1(P(C2C=CC=CC=2)C2C=CC=CC=2)C=CC=CC=1.C1(P(C2C=CC=CC=2)C2C=CC=CC=2)C=CC=CC=1.C1(P(C2C=CC=CC=2)C2C=CC=CC=2)C=CC=CC=1.C1(P(C2C=CC=CC=2)C2C=CC=CC=2)C=CC=CC=1.O.C(O)C. The product is [O:23]1[CH:27]=[CH:26][CH:25]=[C:24]1[C:2]1[CH:7]=[C:6]([NH:8][C:9]2[CH:14]=[CH:13][CH:12]=[CH:11][CH:10]=2)[C:5]([C:40]2[O:34][CH:31]=[CH:44][CH:39]=2)=[CH:4][C:3]=1[NH:16][C:17]1[CH:22]=[CH:21][CH:20]=[CH:19][CH:18]=1. The yield is 0.780. (3) The reactants are CS(O)(=O)=O.[NH2:6][CH2:7][C:8]1[CH:9]=[C:10]2[C:14](=[CH:15][CH:16]=1)[C:13](=[O:17])[N:12]([CH:18]1[CH2:23][CH2:22][C:21](=[O:24])[NH:20][C:19]1=[O:25])[CH2:11]2.[C:26](N1C=CN=C1)(N1C=CN=C1)=[O:27].[N:38]1[CH:43]=[CH:42][CH:41]=[CH:40][C:39]=1[O:44][C:45]1[CH:46]=[C:47]([NH2:51])[CH:48]=[CH:49][CH:50]=1.O. The product is [O:25]=[C:19]1[CH:18]([N:12]2[CH2:11][C:10]3[C:14](=[CH:15][CH:16]=[C:8]([CH2:7][NH:6][C:26]([NH:51][C:47]4[CH:48]=[CH:49][CH:50]=[C:45]([O:44][C:39]5[CH:40]=[CH:41][CH:42]=[CH:43][N:38]=5)[CH:46]=4)=[O:27])[CH:9]=3)[C:13]2=[O:17])[CH2:23][CH2:22][C:21](=[O:24])[NH:20]1. The yield is 0.640. The catalyst is CN(C=O)C.